Dataset: Full USPTO retrosynthesis dataset with 1.9M reactions from patents (1976-2016). Task: Predict the reactants needed to synthesize the given product. (1) Given the product [F:11][C:12]([F:23])([F:22])[C:13]([C:6]1[C:5]2[C:9](=[CH:10][C:2]([Br:1])=[CH:3][CH:4]=2)[NH:8][CH:7]=1)=[O:14], predict the reactants needed to synthesize it. The reactants are: [Br:1][C:2]1[CH:10]=[C:9]2[C:5]([CH:6]=[CH:7][NH:8]2)=[CH:4][CH:3]=1.[F:11][C:12]([F:23])([F:22])[C:13](O[C:13](=[O:14])[C:12]([F:23])([F:22])[F:11])=[O:14]. (2) Given the product [Cl:1][C:2]1[CH:7]=[C:6]([F:8])[CH:5]=[CH:4][C:3]=1[S:9]([NH:12][C@@H:13]([C:18]([O:20][CH3:21])=[O:19])[CH2:14][CH2:15][CH2:16][NH2:17])(=[O:10])=[O:11], predict the reactants needed to synthesize it. The reactants are: [Cl:1][C:2]1[CH:7]=[C:6]([F:8])[CH:5]=[CH:4][C:3]=1[S:9]([N:12](C(OC(C)(C)C)=O)[C@@H:13]([C:18]([O:20][CH3:21])=[O:19])[CH2:14][CH2:15][CH2:16][NH2:17])(=[O:11])=[O:10].Cl.